Dataset: Peptide-MHC class I binding affinity with 185,985 pairs from IEDB/IMGT. Task: Regression. Given a peptide amino acid sequence and an MHC pseudo amino acid sequence, predict their binding affinity value. This is MHC class I binding data. (1) The peptide sequence is RLFFYRKSV. The MHC is HLA-A02:02 with pseudo-sequence HLA-A02:02. The binding affinity (normalized) is 0.990. (2) The peptide sequence is DFNEAIQAY. The MHC is HLA-B15:01 with pseudo-sequence HLA-B15:01. The binding affinity (normalized) is 0.0847. (3) The peptide sequence is MLMTGTLAV. The MHC is HLA-A02:01 with pseudo-sequence HLA-A02:01. The binding affinity (normalized) is 0.724. (4) The peptide sequence is FQPQNGQFR. The MHC is H-2-Kb with pseudo-sequence H-2-Kb. The binding affinity (normalized) is 0.0258. (5) The MHC is H-2-Db with pseudo-sequence H-2-Db. The peptide sequence is YPVKYPNL. The binding affinity (normalized) is 0. (6) The peptide sequence is VAFLRFLTI. The MHC is H-2-Db with pseudo-sequence H-2-Db. The binding affinity (normalized) is 0.356. (7) The peptide sequence is SLSLHPLYV. The binding affinity (normalized) is 0.789. The MHC is HLA-A02:01 with pseudo-sequence HLA-A02:01. (8) The peptide sequence is TYIGSLPGK. The MHC is HLA-B44:02 with pseudo-sequence HLA-B44:02. The binding affinity (normalized) is 0.0847. (9) The peptide sequence is VTTHKYAGPY. The MHC is HLA-A02:03 with pseudo-sequence HLA-A02:03. The binding affinity (normalized) is 0. (10) The peptide sequence is VQYRILPMII. The MHC is HLA-A02:03 with pseudo-sequence HLA-A02:03. The binding affinity (normalized) is 0.408.